Dataset: Catalyst prediction with 721,799 reactions and 888 catalyst types from USPTO. Task: Predict which catalyst facilitates the given reaction. Reactant: [N:1]1([C:7]2[CH:12]=[CH:11][C:10]([NH:13][C:14]3[N:35]=[C:17]4[CH:18]=[N:19][CH:20]=[C:21]([C:22]5[CH:23]=[N:24][N:25](COCC[Si](C)(C)C)[CH:26]=5)[N:16]4[N:15]=3)=[CH:9][CH:8]=2)[CH2:6][CH2:5][O:4][CH2:3][CH2:2]1. Product: [N:1]1([C:7]2[CH:12]=[CH:11][C:10]([NH:13][C:14]3[N:35]=[C:17]4[CH:18]=[N:19][CH:20]=[C:21]([C:22]5[CH:26]=[N:25][NH:24][CH:23]=5)[N:16]4[N:15]=3)=[CH:9][CH:8]=2)[CH2:6][CH2:5][O:4][CH2:3][CH2:2]1. The catalyst class is: 240.